Dataset: Peptide-MHC class II binding affinity with 134,281 pairs from IEDB. Task: Regression. Given a peptide amino acid sequence and an MHC pseudo amino acid sequence, predict their binding affinity value. This is MHC class II binding data. (1) The peptide sequence is NYTRFWYINHTKSGE. The binding affinity (normalized) is 0.627. The MHC is DRB1_0101 with pseudo-sequence DRB1_0101. (2) The peptide sequence is FVHLGHRDNIEDDLL. The MHC is DRB1_1302 with pseudo-sequence DRB1_1302. The binding affinity (normalized) is 0.189. (3) The peptide sequence is EAAAIFMTATPPGTA. The MHC is DRB1_0404 with pseudo-sequence DRB1_0404. The binding affinity (normalized) is 0.459.